Task: Regression. Given a peptide amino acid sequence and an MHC pseudo amino acid sequence, predict their binding affinity value. This is MHC class I binding data.. Dataset: Peptide-MHC class I binding affinity with 185,985 pairs from IEDB/IMGT (1) The peptide sequence is AQRWANQIR. The MHC is HLA-A26:01 with pseudo-sequence HLA-A26:01. The binding affinity (normalized) is 0.0847. (2) The peptide sequence is RYFTVAFLF. The MHC is HLA-A24:03 with pseudo-sequence HLA-A24:03. The binding affinity (normalized) is 0.936. (3) The peptide sequence is LEVVTSTWV. The MHC is H-2-Kk with pseudo-sequence H-2-Kk. The binding affinity (normalized) is 0.447. (4) The peptide sequence is LSRLRYNLCK. The MHC is HLA-A03:01 with pseudo-sequence HLA-A03:01. The binding affinity (normalized) is 0.581.